This data is from Catalyst prediction with 721,799 reactions and 888 catalyst types from USPTO. The task is: Predict which catalyst facilitates the given reaction. Reactant: C(OC([N:11]1[CH2:15][C@H:14]([CH:16]=[CH2:17])[C@H:13]([NH:18][C:19]([O:21][C:22]([CH3:25])([CH3:24])[CH3:23])=[O:20])[CH2:12]1)=O)C1C=CC=CC=1.[Na].N. Product: [C:22]([O:21][C:19]([NH:18][C@H:13]1[C@@H:14]([CH:16]=[CH2:17])[CH2:15][NH:11][CH2:12]1)=[O:20])([CH3:25])([CH3:24])[CH3:23]. The catalyst class is: 7.